Task: Predict which catalyst facilitates the given reaction.. Dataset: Catalyst prediction with 721,799 reactions and 888 catalyst types from USPTO (1) Reactant: [Cl:1][C:2]1[N:7]=[C:6](Cl)[C:5]([Cl:9])=[CH:4][N:3]=1.[NH2:10][C:11]1[CH:12]=[C:13]([NH:18][C:19](=[O:25])[O:20][C:21]([CH3:24])([CH3:23])[CH3:22])[CH:14]=[CH:15][C:16]=1[F:17].CCN(C(C)C)C(C)C. Product: [Cl:1][C:2]1[N:7]=[C:6]([NH:10][C:11]2[CH:12]=[C:13]([NH:18][C:19](=[O:25])[O:20][C:21]([CH3:23])([CH3:22])[CH3:24])[CH:14]=[CH:15][C:16]=2[F:17])[C:5]([Cl:9])=[CH:4][N:3]=1. The catalyst class is: 14. (2) Reactant: [CH3:1][C:2]1[CH:7]=[CH:6][C:5]([N+:8]([O-])=O)=[CH:4][C:3]=1[NH:11][C:12]([N:14]1[CH2:19][CH2:18][O:17][CH2:16][CH2:15]1)=[O:13].N(C1C=C([N+]([O-])=O)C=CC=1C)=C=O.N1CCOCC1.CCCCCC. Product: [NH2:8][C:5]1[CH:6]=[CH:7][C:2]([CH3:1])=[C:3]([NH:11][C:12]([N:14]2[CH2:19][CH2:18][O:17][CH2:16][CH2:15]2)=[O:13])[CH:4]=1. The catalyst class is: 1. (3) Reactant: [C:1](=[N:6][OH:7])([O:3][CH2:4][CH3:5])[CH3:2].CC(C)([O-])C.[K+].F[C:15]1[CH:20]=[CH:19][CH:18]=[C:17]([N+:21]([O-:23])=[O:22])[CH:16]=1. Product: [N+:21]([C:17]1[CH:16]=[C:15]([O:7]/[N:6]=[C:1](/[O:3][CH2:4][CH3:5])\[CH3:2])[CH:20]=[CH:19][CH:18]=1)([O-:23])=[O:22]. The catalyst class is: 1. (4) Product: [CH3:1][O:2][C:3]([C:5]1[C:10]([CH:14]=[CH2:15])=[C:9]([NH2:12])[CH:8]=[C:7]([Cl:13])[N:6]=1)=[O:4]. Reactant: [CH3:1][O:2][C:3]([C:5]1[C:10](Br)=[C:9]([NH2:12])[CH:8]=[C:7]([Cl:13])[N:6]=1)=[O:4].[CH2:14]([Sn](CCCC)(CCCC)C=C)[CH2:15]CC. The catalyst class is: 233. (5) Reactant: C1(P(C2CCCCC2)C2C=CC=CC=2C2C(C(C)C)=CC(C(C)C)=CC=2C(C)C)CCCCC1.[O:35]1[CH2:40][CH2:39][N:38]([C:41]2[N:46]=[C:45]([NH2:47])[CH:44]=[CH:43][CH:42]=2)[CH2:37][CH2:36]1.Cl[C:49]1[C:58]2[C:53](=[CH:54][C:55]([F:60])=[CH:56][C:57]=2[F:59])[N:52]=[C:51]([C:61]2[CH:66]=[CH:65][CH:64]=[CH:63][N:62]=2)[C:50]=1[CH3:67].CC(C)([O-])C.[Na+]. Product: [F:59][C:57]1[CH:56]=[C:55]([F:60])[CH:54]=[C:53]2[C:58]=1[C:49]([NH:47][C:45]1[CH:44]=[CH:43][CH:42]=[C:41]([N:38]3[CH2:39][CH2:40][O:35][CH2:36][CH2:37]3)[N:46]=1)=[C:50]([CH3:67])[C:51]([C:61]1[CH:66]=[CH:65][CH:64]=[CH:63][N:62]=1)=[N:52]2. The catalyst class is: 101.